Task: Regression. Given two drug SMILES strings and cell line genomic features, predict the synergy score measuring deviation from expected non-interaction effect.. Dataset: NCI-60 drug combinations with 297,098 pairs across 59 cell lines (1) Drug 1: C1=NC2=C(N=C(N=C2N1C3C(C(C(O3)CO)O)O)F)N. Drug 2: CCC(=C(C1=CC=CC=C1)C2=CC=C(C=C2)OCCN(C)C)C3=CC=CC=C3.C(C(=O)O)C(CC(=O)O)(C(=O)O)O. Cell line: RXF 393. Synergy scores: CSS=0.761, Synergy_ZIP=0.657, Synergy_Bliss=1.93, Synergy_Loewe=-0.553, Synergy_HSA=-0.565. (2) Drug 1: C1CCN(CC1)CCOC2=CC=C(C=C2)C(=O)C3=C(SC4=C3C=CC(=C4)O)C5=CC=C(C=C5)O. Drug 2: CC=C1C(=O)NC(C(=O)OC2CC(=O)NC(C(=O)NC(CSSCCC=C2)C(=O)N1)C(C)C)C(C)C. Cell line: RXF 393. Synergy scores: CSS=47.3, Synergy_ZIP=3.60, Synergy_Bliss=2.01, Synergy_Loewe=-47.9, Synergy_HSA=3.79.